From a dataset of Reaction yield outcomes from USPTO patents with 853,638 reactions. Predict the reaction yield, written as a fraction of the theoretical maximum amount of product (1.0 means a 100% yield; for example, 0.34 means a 34% yield). The reactants are [Cl:1][C:2]1[CH:3]=[C:4]2[C:9](=[CH:10][C:11]=1[O:12][C:13]1[CH:21]=[CH:20][C:16]([C:17]([OH:19])=O)=[CH:15][CH:14]=1)[O:8][CH2:7][CH2:6][CH:5]2[C:22]([O:24][CH2:25][CH3:26])=[O:23].C(Cl)(=O)C(Cl)=O.[Br:33][C:34]1[N:39]=[C:38]([NH2:40])[CH:37]=[CH:36][CH:35]=1.C(N(C(C)C)CC)(C)C. The catalyst is ClCCl.CN(C=O)C. The product is [Br:33][C:34]1[N:39]=[C:38]([NH:40][C:17]([C:16]2[CH:15]=[CH:14][C:13]([O:12][C:11]3[CH:10]=[C:9]4[C:4]([CH:5]([C:22]([O:24][CH2:25][CH3:26])=[O:23])[CH2:6][CH2:7][O:8]4)=[CH:3][C:2]=3[Cl:1])=[CH:21][CH:20]=2)=[O:19])[CH:37]=[CH:36][CH:35]=1. The yield is 0.354.